This data is from TCR-epitope binding with 47,182 pairs between 192 epitopes and 23,139 TCRs. The task is: Binary Classification. Given a T-cell receptor sequence (or CDR3 region) and an epitope sequence, predict whether binding occurs between them. The epitope is DPFRLLQNSQVFS. The TCR CDR3 sequence is CASSTITGLAGGELFF. Result: 1 (the TCR binds to the epitope).